From a dataset of Full USPTO retrosynthesis dataset with 1.9M reactions from patents (1976-2016). Predict the reactants needed to synthesize the given product. Given the product [CH:25]1([C@H:23]([NH:22][C:8]2[N:7]=[C:6]([C:29]#[N:30])[N:5]=[C:4]3[C:9]=2[N:10]([CH2:11][C:12]2[CH:17]=[CH:16][C:15]([C:18]([F:19])([F:21])[F:20])=[CH:14][CH:13]=2)[C:2]([N:32]([CH3:31])[C:33]2[CH:38]=[CH:37][CH:36]=[CH:35][CH:34]=2)=[N:3]3)[CH3:24])[CH2:28][CH2:27][CH2:26]1, predict the reactants needed to synthesize it. The reactants are: Br[C:2]1[N:10]([CH2:11][C:12]2[CH:17]=[CH:16][C:15]([C:18]([F:21])([F:20])[F:19])=[CH:14][CH:13]=2)[C:9]2[C:4](=[N:5][C:6]([C:29]#[N:30])=[N:7][C:8]=2[NH:22][C@@H:23]([CH:25]2[CH2:28][CH2:27][CH2:26]2)[CH3:24])[N:3]=1.[CH3:31][NH:32][C:33]1[CH:38]=[CH:37][CH:36]=[CH:35][CH:34]=1.